Task: Predict the product of the given reaction.. Dataset: Forward reaction prediction with 1.9M reactions from USPTO patents (1976-2016) (1) Given the reactants [F:1][C:2]([Si](C)(C)C)([F:4])[F:3].[F-].C([N+](CCCC)(CCCC)CCCC)CCC.[CH3:27][O:28][C:29](=[O:47])[CH2:30][N:31]1[C:35](=[O:36])[N:34]([CH2:37][CH:38]=[O:39])[C:33]([C:40]2[CH:45]=[CH:44][C:43]([Cl:46])=[CH:42][CH:41]=2)=[N:32]1.Cl, predict the reaction product. The product is: [CH3:27][O:28][C:29](=[O:47])[CH2:30][N:31]1[C:35](=[O:36])[N:34]([CH2:37][CH:38]([OH:39])[C:2]([F:4])([F:3])[F:1])[C:33]([C:40]2[CH:41]=[CH:42][C:43]([Cl:46])=[CH:44][CH:45]=2)=[N:32]1. (2) The product is: [O:4]1[CH2:5][CH2:6][CH:2]([O:1][S:19]([C:16]2[CH:17]=[CH:18][C:13]([CH3:23])=[CH:14][CH:15]=2)(=[O:21])=[O:20])[CH2:3]1. Given the reactants [OH:1][CH:2]1[CH2:6][CH2:5][O:4][CH2:3]1.N1C=CC=CC=1.[C:13]1([CH3:23])[CH:18]=[CH:17][C:16]([S:19](Cl)(=[O:21])=[O:20])=[CH:15][CH:14]=1.O, predict the reaction product. (3) Given the reactants C([O:3][C:4]([CH:6]1[CH2:11][CH2:10][N:9]([C:12]2[N:13]=[N:14][C:15]([O:18][CH3:19])=[CH:16][CH:17]=2)[CH2:8][CH2:7]1)=[O:5])C.O[Li].O, predict the reaction product. The product is: [CH3:19][O:18][C:15]1[N:14]=[N:13][C:12]([N:9]2[CH2:8][CH2:7][CH:6]([C:4]([OH:5])=[O:3])[CH2:11][CH2:10]2)=[CH:17][CH:16]=1. (4) Given the reactants [NH2:1][C:2]1[CH:7]=[CH:6][C:5]([NH:8][C:9]2[N:13]=[CH:12][N:11]([C:14]3[CH:19]=[CH:18][N:17]=[C:16]([N:20]4[CH2:25][CH:24]([CH3:26])[N:23]([C:27](=[O:29])[CH3:28])[CH:22]([CH3:30])[CH2:21]4)[CH:15]=3)[N:10]=2)=[CH:4][CH:3]=1.Cl[CH2:32][CH2:33][O:34][CH2:35][CH2:36]Cl.[I-].[Na+].C([O-])([O-])=O.[K+].[K+], predict the reaction product. The product is: [CH3:26][CH:24]1[CH2:25][N:20]([C:16]2[CH:15]=[C:14]([N:11]3[CH:12]=[N:13][C:9]([NH:8][C:5]4[CH:6]=[CH:7][C:2]([N:1]5[CH2:36][CH2:35][O:34][CH2:33][CH2:32]5)=[CH:3][CH:4]=4)=[N:10]3)[CH:19]=[CH:18][N:17]=2)[CH2:21][CH:22]([CH3:30])[N:23]1[C:27](=[O:29])[CH3:28]. (5) Given the reactants [Cl:1][C:2]1[CH:3]=[C:4]([NH:16][C:17]2[C:26]3[C:25]([OH:27])=[CH:24][CH:23]=[CH:22][C:21]=3[N:20]=[CH:19][N:18]=2)[CH:5]=[CH:6][C:7]=1[O:8][CH2:9][C:10]1[CH:15]=[CH:14][CH:13]=[CH:12][N:11]=1.C(=O)([O-])[O-].[Cs+].[Cs+].[H-].[Na+].Br[C:37]([CH3:42])([CH3:41])[C:38]([NH2:40])=[O:39].[Cl-].[NH4+], predict the reaction product. The product is: [Cl:1][C:2]1[CH:3]=[C:4]([NH:16][C:17]2[C:26]3[C:21](=[CH:22][CH:23]=[CH:24][C:25]=3[O:27][C:37]([CH3:42])([CH3:41])[C:38]([NH2:40])=[O:39])[N:20]=[CH:19][N:18]=2)[CH:5]=[CH:6][C:7]=1[O:8][CH2:9][C:10]1[CH:15]=[CH:14][CH:13]=[CH:12][N:11]=1. (6) Given the reactants C(OC(C)C)(C)C.[CH3:8][NH:9][CH2:10][CH2:11][C@H:12]([O:18][C:19]1[C:28]2[C:23](=[CH:24][CH:25]=[CH:26][CH:27]=2)[CH:22]=[CH:21][CH:20]=1)[C:13]1[S:17][CH:16]=[CH:15][CH:14]=1.[CH3:29][C:30]1[CH:31]=[CH:32][C:33]([C:36]([C:38]2[N:42]([CH3:43])[C:41]([CH2:44][C:45]([OH:47])=[O:46])=[CH:40][CH:39]=2)=[O:37])=[CH:34][CH:35]=1, predict the reaction product. The product is: [CH3:8][NH:9][CH2:10][CH2:11][C@H:12]([O:18][C:19]1[C:28]2[C:23](=[CH:24][CH:25]=[CH:26][CH:27]=2)[CH:22]=[CH:21][CH:20]=1)[C:13]1[S:17][CH:16]=[CH:15][CH:14]=1.[CH3:29][C:30]1[CH:31]=[CH:32][C:33]([C:36]([C:38]2[N:42]([CH3:43])[C:41]([CH2:44][C:45]([OH:47])=[O:46])=[CH:40][CH:39]=2)=[O:37])=[CH:34][CH:35]=1. (7) Given the reactants I[C:2]1[N:3]=[C:4]([NH2:20])[C:5]2[N:6]=[CH:7][N:8]([C:18]=2[N:19]=1)[C@@H:9]1[O:17][C@H:14]([CH2:15][OH:16])[C@@H:12]([OH:13])[C@H:10]1[OH:11].[F:21][C:22]([F:37])([F:36])[C:23]1[CH:24]=[C:25](B(O)O)[CH:26]=[C:27]([C:29]([F:32])([F:31])[F:30])[CH:28]=1.C(=O)([O-])[O-].[Cs+].[Cs+], predict the reaction product. The product is: [NH2:20][C:4]1[N:3]=[C:2]([C:25]2[CH:26]=[C:27]([C:29]([F:32])([F:30])[F:31])[CH:28]=[C:23]([C:22]([F:21])([F:37])[F:36])[CH:24]=2)[N:19]=[C:18]2[C:5]=1[N:6]=[CH:7][N:8]2[C@H:9]1[C@H:10]([OH:11])[C@H:12]([OH:13])[C@@H:14]([CH2:15][OH:16])[O:17]1. (8) The product is: [Cl:26][C:27]1[CH:32]=[CH:31][CH:30]=[CH:29][C:28]=1[C:33]1[N:36]=[C:23]([CH:11]2[CH2:10][CH:9]([C:6]3[CH:5]=[CH:4][C:3]([CH2:1][CH3:2])=[CH:8][CH:7]=3)[CH2:14][N:13]([C:15]([N:17]3[CH2:22][CH2:21][O:20][CH2:19][CH2:18]3)=[O:16])[CH2:12]2)[O:25][N:34]=1. Given the reactants [CH2:1]([C:3]1[CH:8]=[CH:7][C:6]([CH:9]2[CH2:14][N:13]([C:15]([N:17]3[CH2:22][CH2:21][O:20][CH2:19][CH2:18]3)=[O:16])[CH2:12][CH:11]([C:23]([OH:25])=O)[CH2:10]2)=[CH:5][CH:4]=1)[CH3:2].[Cl:26][C:27]1[CH:32]=[CH:31][CH:30]=[CH:29][C:28]=1[C:33](=[NH:36])[NH:34]O, predict the reaction product. (9) Given the reactants [Cl:1][C:2]1[CH:7]=[C:6]([F:8])[CH:5]=[CH:4][C:3]=1[F:9].[N+:10]([O-])([O-:12])=[O:11].[K+], predict the reaction product. The product is: [Cl:1][C:2]1[CH:7]=[C:6]([F:8])[C:5]([N+:10]([O-:12])=[O:11])=[CH:4][C:3]=1[F:9]. (10) Given the reactants [N:1]([CH2:4][C:5]1[C:6]([C:20]([O:22][CH2:23][CH3:24])=[O:21])=[N:7][N:8]([C:10]2[CH:15]=[CH:14][C:13]([C:16]([F:19])([F:18])[F:17])=[CH:12][CH:11]=2)[CH:9]=1)=[N+]=[N-].[ClH:25], predict the reaction product. The product is: [ClH:25].[NH2:1][CH2:4][C:5]1[C:6]([C:20]([O:22][CH2:23][CH3:24])=[O:21])=[N:7][N:8]([C:10]2[CH:15]=[CH:14][C:13]([C:16]([F:17])([F:18])[F:19])=[CH:12][CH:11]=2)[CH:9]=1.